Dataset: Forward reaction prediction with 1.9M reactions from USPTO patents (1976-2016). Task: Predict the product of the given reaction. The product is: [N+:12]([C:8]1[CH:7]=[C:6]2[C:11]([C:2]([NH2:15])=[N:3][CH:4]=[N:5]2)=[CH:10][CH:9]=1)([O-:14])=[O:13]. Given the reactants Cl[C:2]1[C:11]2[C:6](=[CH:7][C:8]([N+:12]([O-:14])=[O:13])=[CH:9][CH:10]=2)[N:5]=[CH:4][N:3]=1.[NH3:15], predict the reaction product.